From a dataset of Full USPTO retrosynthesis dataset with 1.9M reactions from patents (1976-2016). Predict the reactants needed to synthesize the given product. (1) The reactants are: Br[C:2]1[CH:30]=[CH:29][C:5]([O:6][C:7]2[C:16]3[C:11](=[CH:12][C:13]([O:19][CH2:20][CH2:21][CH2:22][N:23]4[CH2:28][CH2:27][O:26][CH2:25][CH2:24]4)=[C:14]([O:17][CH3:18])[CH:15]=3)[N:10]=[CH:9][CH:8]=2)=[C:4]([F:31])[CH:3]=1.[N:32]1[CH:37]=[CH:36][CH:35]=[CH:34][C:33]=1[O:38][C:39]1[C:40]([NH2:45])=[N:41][CH:42]=[CH:43][CH:44]=1.C1(P(C2C=CC=CC=2)C2C3OC4C(=CC=CC=4P(C4C=CC=CC=4)C4C=CC=CC=4)C(C)(C)C=3C=CC=2)C=CC=CC=1.C([O-])([O-])=O.[Cs+].[Cs+]. Given the product [F:31][C:4]1[CH:3]=[C:2]([NH:45][C:40]2[C:39]([O:38][C:33]3[CH:34]=[CH:35][CH:36]=[CH:37][N:32]=3)=[CH:44][CH:43]=[CH:42][N:41]=2)[CH:30]=[CH:29][C:5]=1[O:6][C:7]1[C:16]2[C:11](=[CH:12][C:13]([O:19][CH2:20][CH2:21][CH2:22][N:23]3[CH2:28][CH2:27][O:26][CH2:25][CH2:24]3)=[C:14]([O:17][CH3:18])[CH:15]=2)[N:10]=[CH:9][CH:8]=1, predict the reactants needed to synthesize it. (2) The reactants are: [NH:1]1[CH:5]=[C:4]([C:6]2[CH:11]=[CH:10][N:9]=[C:8]3[N:12]([CH2:15][O:16][CH2:17][CH2:18][Si:19]([CH3:22])([CH3:21])[CH3:20])[CH:13]=[CH:14][C:7]=23)[CH:3]=[N:2]1.CN(C=O)C.[H-].[Na+].Br[CH:31]([CH2:33][CH2:34][CH3:35])[CH3:32]. Given the product [CH3:32][CH:31]([N:1]1[CH:5]=[C:4]([C:6]2[CH:11]=[CH:10][N:9]=[C:8]3[N:12]([CH2:15][O:16][CH2:17][CH2:18][Si:19]([CH3:22])([CH3:21])[CH3:20])[CH:13]=[CH:14][C:7]=23)[CH:3]=[N:2]1)[CH2:33][CH2:34][CH3:35], predict the reactants needed to synthesize it.